From a dataset of Forward reaction prediction with 1.9M reactions from USPTO patents (1976-2016). Predict the product of the given reaction. (1) Given the reactants [CH2:1]([N:3]1[CH2:8][CH2:7][N:6]([C:9]2[C:18]3[C:13](=[CH:14][CH:15]=[CH:16][CH:17]=3)[CH:12]=[C:11]([C:19]3[CH:24]=[CH:23][C:22]([CH2:25][CH:26]([C:28]([O:30]C)=[O:29])[CH3:27])=[CH:21][CH:20]=3)[N:10]=2)[CH2:5][CH2:4]1)[CH3:2].[H-].[Al+3].[Li+].[H-].[H-].[H-].[Cl-].[Na+].[OH-:40].[Na+].[O:42]1CCCC1, predict the reaction product. The product is: [C:28]([OH:30])(=[O:29])[C:26]([OH:42])=[O:40].[CH2:1]([N:3]1[CH2:4][CH2:5][N:6]([C:9]2[C:18]3[C:13](=[CH:14][CH:15]=[CH:16][CH:17]=3)[CH:12]=[C:11]([C:19]3[CH:20]=[CH:21][C:22]([CH2:25][CH:26]([CH3:27])[CH2:28][OH:29])=[CH:23][CH:24]=3)[N:10]=2)[CH2:7][CH2:8]1)[CH3:2]. (2) Given the reactants Cl[C:2]1[N:11]=[C:10]([N:12]([C:14]2[CH:19]=[CH:18][C:17]([O:20][CH3:21])=[CH:16][CH:15]=2)[CH3:13])[C:9]2[C:4](=[CH:5][CH:6]=[CH:7][CH:8]=2)[N:3]=1.[OH:22][CH2:23][CH2:24][NH2:25], predict the reaction product. The product is: [OH:22][CH2:23][CH2:24][NH:25][C:2]1[N:11]=[C:10]([N:12]([C:14]2[CH:19]=[CH:18][C:17]([O:20][CH3:21])=[CH:16][CH:15]=2)[CH3:13])[C:9]2[C:4](=[CH:5][CH:6]=[CH:7][CH:8]=2)[N:3]=1.